Dataset: Full USPTO retrosynthesis dataset with 1.9M reactions from patents (1976-2016). Task: Predict the reactants needed to synthesize the given product. Given the product [CH2:1]([C:3]1([CH2:13][C:14]([CH2:16][NH:32][C:28]2[CH:27]=[CH:26][CH:25]=[C:24]3[C:29]=2[CH:30]=[CH:31][C:22]([CH3:21])=[N:23]3)([OH:15])[C:17]([F:20])([F:19])[F:18])[C:12]2[C:7](=[CH:8][CH:9]=[CH:10][CH:11]=2)[CH2:6][CH2:5][CH2:4]1)[CH3:2], predict the reactants needed to synthesize it. The reactants are: [CH2:1]([C:3]1([CH2:13][C:14]2([C:17]([F:20])([F:19])[F:18])[CH2:16][O:15]2)[C:12]2[C:7](=[CH:8][CH:9]=[CH:10][CH:11]=2)[CH2:6][CH2:5][CH2:4]1)[CH3:2].[CH3:21][C:22]1[CH:31]=[CH:30][C:29]2[C:28]([NH2:32])=[CH:27][CH:26]=[CH:25][C:24]=2[N:23]=1.